Dataset: Full USPTO retrosynthesis dataset with 1.9M reactions from patents (1976-2016). Task: Predict the reactants needed to synthesize the given product. Given the product [CH2:20]([N:1]1[CH2:2][CH2:3][CH:4]([CH2:5][OH:7])[CH2:9][CH2:10]1)[CH3:21], predict the reactants needed to synthesize it. The reactants are: [NH:1]1[CH2:10][CH2:9][CH:4]([C:5]([O:7]C)=O)[CH2:3][CH2:2]1.[H-].[H-].[H-].[H-].[Li+].[Al+3].O.[OH-].[Na+].[CH2:20]1COC[CH2:21]1.